From a dataset of Full USPTO retrosynthesis dataset with 1.9M reactions from patents (1976-2016). Predict the reactants needed to synthesize the given product. Given the product [C:1]([N:5]1[C:9]([C:10]2[S:11][CH:12]=[CH:13][CH:14]=2)=[CH:8][C:7]([CH2:15][CH2:16][CH2:17][N:30]2[CH2:31][CH2:32][N:27]([C:21]3[CH:22]=[CH:23][C:24]([CH3:26])=[CH:25][C:20]=3[CH3:19])[CH2:28][CH2:29]2)=[N:6]1)([CH3:4])([CH3:3])[CH3:2], predict the reactants needed to synthesize it. The reactants are: [C:1]([N:5]1[C:9]([C:10]2[S:11][CH:12]=[CH:13][CH:14]=2)=[CH:8][C:7]([CH2:15][CH2:16][CH:17]=O)=[N:6]1)([CH3:4])([CH3:3])[CH3:2].[CH3:19][C:20]1[CH:25]=[C:24]([CH3:26])[CH:23]=[CH:22][C:21]=1[N:27]1[CH2:32][CH2:31][NH:30][CH2:29][CH2:28]1.CCN(C(C)C)C(C)C.[BH-](OC(C)=O)(OC(C)=O)OC(C)=O.[Na+].